Predict which catalyst facilitates the given reaction. From a dataset of Catalyst prediction with 721,799 reactions and 888 catalyst types from USPTO. Reactant: [CH3:1][O:2][C:3]1[CH:4]=[C:5]2[C:10](=[CH:11][C:12]=1[O:13][CH3:14])[N:9]=[CH:8][CH:7]=[C:6]2[OH:15].[F:16][C:17]1[CH:18]=[C:19]([N+:24]([O-:26])=[O:25])[CH:20]=[CH:21][C:22]=1F.C(=O)([O-])[O-].[Cs+].[Cs+]. Product: [F:16][C:17]1[CH:18]=[C:19]([N+:24]([O-:26])=[O:25])[CH:20]=[CH:21][C:22]=1[O:15][C:6]1[C:5]2[C:10](=[CH:11][C:12]([O:13][CH3:14])=[C:3]([O:2][CH3:1])[CH:4]=2)[N:9]=[CH:8][CH:7]=1. The catalyst class is: 18.